Dataset: Forward reaction prediction with 1.9M reactions from USPTO patents (1976-2016). Task: Predict the product of the given reaction. (1) Given the reactants O[CH2:2][CH:3]([NH:7][C:8](=[O:14])[O:9][C:10]([CH3:13])([CH3:12])[CH3:11])[CH2:4][S:5][CH3:6].[C:15]1(=[O:25])[NH:19][C:18](=[O:20])[C:17]2=[CH:21][CH:22]=[CH:23][CH:24]=[C:16]12.C1(P(C2C=CC=CC=2)C2C=CC=CC=2)C=CC=CC=1.CCOC(/N=N/C(OCC)=O)=O, predict the reaction product. The product is: [O:20]=[C:18]1[C:17]2[C:16](=[CH:24][CH:23]=[CH:22][CH:21]=2)[C:15](=[O:25])[N:19]1[CH2:2][CH:3]([NH:7][C:8](=[O:14])[O:9][C:10]([CH3:13])([CH3:12])[CH3:11])[CH2:4][S:5][CH3:6]. (2) Given the reactants P([O-])([O-])([O-])=O.[K+].[K+].[K+].[CH:9]1(B(O)O)[CH2:11][CH2:10]1.I[C:16]1[C:24]2[C:19](=[CH:20][C:21]([C:25]([O:27][CH3:28])=[O:26])=[CH:22][CH:23]=2)[N:18]([C:29]([O:31][C:32]([CH3:35])([CH3:34])[CH3:33])=[O:30])[N:17]=1, predict the reaction product. The product is: [CH:9]1([C:16]2[C:24]3[C:19](=[CH:20][C:21]([C:25]([O:27][CH3:28])=[O:26])=[CH:22][CH:23]=3)[N:18]([C:29]([O:31][C:32]([CH3:35])([CH3:34])[CH3:33])=[O:30])[N:17]=2)[CH2:11][CH2:10]1. (3) Given the reactants [CH3:1][C:2]1[S:6][C:5]([C:7]([OH:9])=O)=[CH:4][C:3]=1[C:10]1[N:14]([CH3:15])[N:13]=[CH:12][CH:11]=1.[NH2:16][C@@H:17]([CH2:30][C:31]1[CH:36]=[CH:35][CH:34]=[C:33]([C:37]([F:40])([F:39])[F:38])[CH:32]=1)[CH2:18][N:19]1[C:27](=[O:28])[C:26]2[C:21](=[CH:22][CH:23]=[CH:24][CH:25]=2)[C:20]1=[O:29].C1CN([P+](Br)(N2CCCC2)N2CCCC2)CC1.F[P-](F)(F)(F)(F)F.CCN(C(C)C)C(C)C, predict the reaction product. The product is: [O:28]=[C:27]1[C:26]2[C:21](=[CH:22][CH:23]=[CH:24][CH:25]=2)[C:20](=[O:29])[N:19]1[CH2:18][C@@H:17]([NH:16][C:7]([C:5]1[S:6][C:2]([CH3:1])=[C:3]([C:10]2[N:14]([CH3:15])[N:13]=[CH:12][CH:11]=2)[CH:4]=1)=[O:9])[CH2:30][C:31]1[CH:36]=[CH:35][CH:34]=[C:33]([C:37]([F:39])([F:38])[F:40])[CH:32]=1. (4) The product is: [O:1]=[C:2]([C:16]1[O:17][C:18]([C:21]2[CH:26]=[CH:25][CH:24]=[CH:23][N:22]=2)=[CH:19][N:20]=1)[CH2:3][CH2:4][CH2:5][CH2:6][CH2:7][CH2:8][C:9]1[CH:14]=[CH:13][CH:12]=[C:11]([Cl:15])[CH:10]=1. Given the reactants [O:1]=[C:2]([C:16]1[O:17][C:18]([C:21]2[CH:26]=[CH:25][CH:24]=[CH:23][N:22]=2)=[CH:19][N:20]=1)[CH2:3][CH2:4][CH2:5][CH2:6][C:7]#[C:8][C:9]1[CH:14]=[CH:13][CH:12]=[C:11]([Cl:15])[CH:10]=1.CC(OI1(OC(C)=O)(OC(C)=O)OC(=O)C2C=CC=CC1=2)=O, predict the reaction product. (5) Given the reactants [CH3:1][C:2]1([CH3:20])[CH2:7][CH2:6][N:5]([S:8]([C:11]2[CH:16]=[CH:15][C:14]([N+:17]([O-])=O)=[CH:13][CH:12]=2)(=[O:10])=[O:9])[CH2:4][CH2:3]1.CO.[BH4-].[Na+], predict the reaction product. The product is: [CH3:1][C:2]1([CH3:20])[CH2:3][CH2:4][N:5]([S:8]([C:11]2[CH:12]=[CH:13][C:14]([NH2:17])=[CH:15][CH:16]=2)(=[O:9])=[O:10])[CH2:6][CH2:7]1. (6) Given the reactants O.O.[Sn](Cl)Cl.[N+:6]([C:9]1[CH:14]=[CH:13][CH:12]=[CH:11][C:10]=1[NH:15][C:16]1[CH:17]=[CH:18][C:19]2[C:25](=[O:26])[C:24]3[CH:27]=[CH:28][C:29]([N+:31]([O-])=O)=[CH:30][C:23]=3[CH2:22][O:21][C:20]=2[CH:34]=1)([O-])=O, predict the reaction product. The product is: [NH2:6][C:9]1[CH:14]=[CH:13][CH:12]=[CH:11][C:10]=1[NH:15][C:16]1[CH:17]=[CH:18][C:19]2[C:25](=[O:26])[C:24]3[CH:27]=[CH:28][C:29]([NH2:31])=[CH:30][C:23]=3[CH2:22][O:21][C:20]=2[CH:34]=1. (7) Given the reactants Br[C:2]1[CH:7]=[CH:6][C:5]([S:8]([CH3:11])(=[O:10])=[O:9])=[CH:4][C:3]=1[O:12][CH3:13].[B:14]1([B:14]2[O:18][C:17]([CH3:20])([CH3:19])[C:16]([CH3:22])([CH3:21])[O:15]2)[O:18][C:17]([CH3:20])([CH3:19])[C:16]([CH3:22])([CH3:21])[O:15]1.C([O-])(=O)C.[K+], predict the reaction product. The product is: [CH3:13][O:12][C:3]1[CH:4]=[C:5]([S:8]([CH3:11])(=[O:10])=[O:9])[CH:6]=[CH:7][C:2]=1[B:14]1[O:18][C:17]([CH3:20])([CH3:19])[C:16]([CH3:22])([CH3:21])[O:15]1.